The task is: Predict which catalyst facilitates the given reaction.. This data is from Catalyst prediction with 721,799 reactions and 888 catalyst types from USPTO. (1) Reactant: [NH2:1][C:2]1[CH:3]=[C:4]([C:16]([NH:18][CH2:19][C:20]2[C:21](=[O:28])[NH:22][C:23]([CH3:27])=[CH:24][C:25]=2[CH3:26])=[O:17])[C:5]2[CH:6]=[N:7][N:8]([CH:11]3[CH2:15][CH2:14][CH2:13][CH2:12]3)[C:9]=2[CH:10]=1.N1C=CC=CC=1.[C:35]1([S:41](Cl)(=[O:43])=[O:42])[CH:40]=[CH:39][CH:38]=[CH:37][CH:36]=1. Product: [CH:11]1([N:8]2[C:9]3[CH:10]=[C:2]([NH:1][S:41]([C:35]4[CH:40]=[CH:39][CH:38]=[CH:37][CH:36]=4)(=[O:43])=[O:42])[CH:3]=[C:4]([C:16]([NH:18][CH2:19][C:20]4[C:21](=[O:28])[NH:22][C:23]([CH3:27])=[CH:24][C:25]=4[CH3:26])=[O:17])[C:5]=3[CH:6]=[N:7]2)[CH2:15][CH2:14][CH2:13][CH2:12]1. The catalyst class is: 2. (2) Reactant: C(NC(C)C)(C)C.C([Li])CCC.Cl.[Br:14][C:15]1[CH:20]=[CH:19][N:18]=[CH:17][CH:16]=1.CN([CH:24]=[O:25])C. Product: [Br:14][C:15]1[C:20]([CH:24]=[O:25])=[CH:19][N:18]=[CH:17][CH:16]=1. The catalyst class is: 1. (3) Reactant: CO/N=[C:4](\[CH2:10][C:11](=O)[CH3:12])/[C:5]([O:7][CH2:8][CH3:9])=[O:6].Cl.[CH:15]1([NH:21][NH2:22])[CH2:20][CH2:19][CH2:18][CH2:17][CH2:16]1. Product: [CH:15]1([N:21]2[C:4]([C:5]([O:7][CH2:8][CH3:9])=[O:6])=[CH:10][C:11]([CH3:12])=[N:22]2)[CH2:20][CH2:19][CH2:18][CH2:17][CH2:16]1. The catalyst class is: 8. (4) Reactant: [NH2:1][C:2]1N=C[C:5]([C:8]2[N:9]=[C:10]([N:20]3[CH2:25][CH2:24][O:23][CH2:22][CH2:21]3)[C:11]3[S:16][C:15]([C:17](O)=[O:18])=[CH:14][C:12]=3[N:13]=2)=[CH:4][N:3]=1.[CH:26]1N=CN(C(N2C=NC=C2)=O)[CH:27]=1.O[NH:39][C:40](=[NH:47])[C:41]1[CH:46]=[CH:45][CH:44]=[N:43][CH:42]=1. Product: [O:23]1[CH2:22][CH2:21][N:20]([C:10]2[C:11]3[S:16][C:15]([C:17]4[O:18][N:47]=[C:40]([C:41]5[CH:42]=[N:43][CH:44]=[CH:45][CH:46]=5)[N:39]=4)=[CH:14][C:12]=3[N:13]=[C:8]([C:5]3[CH:26]=[CH:27][C:2]([NH2:1])=[N:3][CH:4]=3)[N:9]=2)[CH2:25][CH2:24]1. The catalyst class is: 173. (5) Reactant: [CH3:1][N:2]([CH3:52])[CH2:3][CH2:4][CH2:5][O:6][C:7]1[CH:12]=[CH:11][C:10]([C:13]2[CH:14]=[C:15]3[C:21]([C:22]4[C:23]([CH3:36])=[N:24][N:25]([CH2:28][C:29]5[CH:34]=[CH:33][CH:32]=[C:31]([F:35])[CH:30]=5)[C:26]=4[CH3:27])=[CH:20][N:19](S(C4C=CC(C)=CC=4)(=O)=O)[C:16]3=[N:17][CH:18]=2)=[CH:9][C:8]=1[NH:47][S:48]([CH3:51])(=[O:50])=[O:49].[OH-].[Li+]. Product: [CH3:52][N:2]([CH3:1])[CH2:3][CH2:4][CH2:5][O:6][C:7]1[CH:12]=[CH:11][C:10]([C:13]2[CH:14]=[C:15]3[C:21]([C:22]4[C:23]([CH3:36])=[N:24][N:25]([CH2:28][C:29]5[CH:34]=[CH:33][CH:32]=[C:31]([F:35])[CH:30]=5)[C:26]=4[CH3:27])=[CH:20][NH:19][C:16]3=[N:17][CH:18]=2)=[CH:9][C:8]=1[NH:47][S:48]([CH3:51])(=[O:50])=[O:49]. The catalyst class is: 87. (6) Reactant: [Li]CCCC.[N:6]1([C:11]2[CH:31]=[CH:30][C:14]([CH2:15][C:16]3[C:17]([O:28][CH3:29])=[N:18][C:19]4[C:24]([C:25]=3[Cl:26])=[CH:23][C:22](Br)=[CH:21][CH:20]=4)=[CH:13][CH:12]=2)[CH:10]=[CH:9][CH:8]=[N:7]1.[F:32][C:33]1[CH:38]=[CH:37][C:36]([C:39]([C:41]2[CH:42]=[N:43][CH:44]=[CH:45][CH:46]=2)=[O:40])=[CH:35][CH:34]=1. Product: [N:6]1([C:11]2[CH:31]=[CH:30][C:14]([CH2:15][C:16]3[C:17]([O:28][CH3:29])=[N:18][C:19]4[C:24]([C:25]=3[Cl:26])=[CH:23][C:22]([C:39]([C:36]3[CH:37]=[CH:38][C:33]([F:32])=[CH:34][CH:35]=3)([C:41]3[CH:42]=[N:43][CH:44]=[CH:45][CH:46]=3)[OH:40])=[CH:21][CH:20]=4)=[CH:13][CH:12]=2)[CH:10]=[CH:9][CH:8]=[N:7]1. The catalyst class is: 1. (7) Reactant: FC(F)(F)S(O[C:7]1[N:12]=[C:11]([CH2:13][C:14]2[CH:19]=[CH:18][CH:17]=[CH:16][CH:15]=2)[CH:10]=[CH:9][CH:8]=1)(=O)=O.C(O)(=O)C.[OH:26][C@H:27]1[C@H:31]([OH:32])[CH2:30][NH:29][CH2:28]1.C(O)(=O)[C@H]([C@@H](C(O)=O)O)O.C1CCN2C(=NCCC2)CC1. Product: [CH2:13]([C:11]1[CH:10]=[CH:9][CH:8]=[C:7]([N:29]2[CH2:30][C@@H:31]([OH:32])[C@H:27]([OH:26])[CH2:28]2)[N:12]=1)[C:14]1[CH:19]=[CH:18][CH:17]=[CH:16][CH:15]=1. The catalyst class is: 60. (8) Product: [CH3:11][CH:12]1[CH2:17][CH2:16][N:15]([C:18]([O:10][C:3]2[C:4]3[C:5](=[N:6][CH:7]=[CH:8][CH:9]=3)[O:1][N:2]=2)=[O:19])[CH2:14][CH2:13]1. Reactant: [O:1]1[C:5]2=[N:6][CH:7]=[CH:8][CH:9]=[C:4]2[C:3]([OH:10])=[N:2]1.[CH3:11][CH:12]1[CH2:17][CH2:16][N:15]([C:18](Cl)=[O:19])[CH2:14][CH2:13]1.C(N(CC)CC)C. The catalyst class is: 17. (9) The catalyst class is: 883. Reactant: [F:1][C:2]1[CH:3]=[CH:4][C:5]2[N:10]([C:11]3[CH:16]=[CH:15][CH:14]=[CH:13][C:12]=3[F:17])[S:9](=[O:19])(=[O:18])[NH:8][CH2:7][C:6]=2[CH:20]=1.C(=O)([O-])[O-].[K+].[K+].Br[CH2:28][CH2:29][C@@H:30]1[O:32][CH2:31]1. Product: [F:1][C:2]1[CH:3]=[CH:4][C:5]2[N:10]([C:11]3[CH:16]=[CH:15][CH:14]=[CH:13][C:12]=3[F:17])[S:9](=[O:19])(=[O:18])[N:8]([CH2:28][CH2:29][C@H:30]3[CH2:31][O:32]3)[CH2:7][C:6]=2[CH:20]=1.